This data is from Catalyst prediction with 721,799 reactions and 888 catalyst types from USPTO. The task is: Predict which catalyst facilitates the given reaction. (1) Reactant: [CH3:1][O:2][C:3]1[CH:12]=[C:11]2[C:6]([CH:7]=[CH:8][CH:9]=[C:10]2[C:13](=O)[C:14]([NH2:16])=O)=[CH:5][CH:4]=1.[Al+3].[Cl-].[Cl-].[Cl-].B.C1COCC1.O. Product: [CH3:1][O:2][C:3]1[CH:12]=[C:11]2[C:6]([CH:7]=[CH:8][CH:9]=[C:10]2[CH2:13][CH2:14][NH2:16])=[CH:5][CH:4]=1. The catalyst class is: 1. (2) Reactant: [NH:1]1[C:9]2[C:4](=[CH:5][CH:6]=[CH:7][CH:8]=2)[C:3](/[CH:10]=[C:11]2\[O:12][C:13]3[C:20]([CH2:21][N:22]4[CH2:27][CH2:26][N:25](C(OC(C)(C)C)=O)[CH2:24][CH2:23]4)=[C:19]([O:35][CH:36]([CH3:38])[CH3:37])[CH:18]=[CH:17][C:14]=3[C:15]\2=[O:16])=[N:2]1.FC(F)(F)C(O)=O.O.C(=O)([O-])O.[Na+]. Product: [NH:1]1[C:9]2[C:4](=[CH:5][CH:6]=[CH:7][CH:8]=2)[C:3](/[CH:10]=[C:11]2\[O:12][C:13]3[C:20]([CH2:21][N:22]4[CH2:23][CH2:24][NH:25][CH2:26][CH2:27]4)=[C:19]([O:35][CH:36]([CH3:38])[CH3:37])[CH:18]=[CH:17][C:14]=3[C:15]\2=[O:16])=[N:2]1. The catalyst class is: 2. (3) Reactant: [Br:1][C:2]1[CH:3]=[C:4]([NH2:10])[C:5]([O:8][CH3:9])=[N:6][CH:7]=1.[CH:11]1([S:14](Cl)(=[O:16])=[O:15])[CH2:13][CH2:12]1. Product: [Br:1][C:2]1[CH:3]=[C:4]([NH:10][S:14]([CH:11]2[CH2:13][CH2:12]2)(=[O:16])=[O:15])[C:5]([O:8][CH3:9])=[N:6][CH:7]=1. The catalyst class is: 17. (4) Reactant: [CH3:1][C:2]1([CH3:13])[C:11](=[O:12])[CH2:10][CH2:9][C:4]2([O:8][CH2:7][CH2:6][O:5]2)[CH2:3]1.[BH4-].[Na+]. Product: [CH3:1][C:2]1([CH3:13])[CH:11]([OH:12])[CH2:10][CH2:9][C:4]2([O:5][CH2:6][CH2:7][O:8]2)[CH2:3]1. The catalyst class is: 5. (5) Product: [F:1][C:2]1[CH:7]=[C:6]([C:8]2([F:33])[CH2:11][O:10][CH2:9]2)[CH:5]=[C:4]([F:13])[C:3]=1[C:14]1[S:15][CH:16]=[C:17]([C:19]([O:21][CH3:22])=[O:20])[N:18]=1. The catalyst class is: 4. Reactant: [F:1][C:2]1[CH:7]=[C:6]([C:8]2(O)[CH2:11][O:10][CH2:9]2)[CH:5]=[C:4]([F:13])[C:3]=1[C:14]1[S:15][CH:16]=[C:17]([C:19]([O:21][CH3:22])=[O:20])[N:18]=1.COCCN(S(F)(F)[F:33])CCOC.